Dataset: Catalyst prediction with 721,799 reactions and 888 catalyst types from USPTO. Task: Predict which catalyst facilitates the given reaction. (1) Reactant: [NH2:1][CH2:2][CH2:3][N:4]1[CH2:9][CH2:8][CH:7]([CH2:10][NH:11][C:12](=[O:27])[C:13]2[CH:18]=[C:17]([C:19]([F:22])([F:21])[F:20])[CH:16]=[C:15]([C:23]([F:26])([F:25])[F:24])[CH:14]=2)[CH2:6][CH2:5]1.N1C(C)=CC=CC=1C.[CH:36]([S:39](Cl)(=[O:41])=[O:40])([CH3:38])[CH3:37].C([O-])(O)=O.[Na+]. Product: [CH3:37][CH:36]([S:39]([NH:1][CH2:2][CH2:3][N:4]1[CH2:5][CH2:6][CH:7]([CH2:10][NH:11][C:12](=[O:27])[C:13]2[CH:18]=[C:17]([C:19]([F:21])([F:22])[F:20])[CH:16]=[C:15]([C:23]([F:24])([F:25])[F:26])[CH:14]=2)[CH2:8][CH2:9]1)(=[O:41])=[O:40])[CH3:38]. The catalyst class is: 91. (2) Reactant: ClC(Cl)(Cl)CO[C:5](=[O:20])[NH:6][C:7]1[N:8]([CH2:16][CH2:17][CH2:18][OH:19])[N:9]=[C:10]([C:12]([CH3:15])([CH3:14])[CH3:13])[CH:11]=1.[Cl:23][C:24]1[CH:29]=[CH:28][CH:27]=[C:26]([Cl:30])[C:25]=1[C:31]1[N:35]2[CH:36]=[C:37]([O:40][C@H:41]3[C:50]4[C:45](=[CH:46][CH:47]=[CH:48][CH:49]=4)[C@@H:44]([NH2:51])[CH2:43][CH2:42]3)[CH:38]=[CH:39][C:34]2=[N:33][N:32]=1.CCN(C(C)C)C(C)C. Product: [C:12]([C:10]1[CH:11]=[C:7]([NH:6][C:5]([NH:51][C@@H:44]2[C:45]3[C:50](=[CH:49][CH:48]=[CH:47][CH:46]=3)[C@H:41]([O:40][C:37]3[CH:38]=[CH:39][C:34]4[N:35]([C:31]([C:25]5[C:24]([Cl:23])=[CH:29][CH:28]=[CH:27][C:26]=5[Cl:30])=[N:32][N:33]=4)[CH:36]=3)[CH2:42][CH2:43]2)=[O:20])[N:8]([CH2:16][CH2:17][CH2:18][OH:19])[N:9]=1)([CH3:13])([CH3:14])[CH3:15]. The catalyst class is: 258. (3) Reactant: [NH2:1][C:2]([CH3:6])([CH3:5])[CH2:3][OH:4].[C:7]([O:11][C:12](O[C:12]([O:11][C:7]([CH3:10])([CH3:9])[CH3:8])=[O:13])=[O:13])([CH3:10])([CH3:9])[CH3:8].C([O-])([O-])=O.[Na+].[Na+]. Product: [C:7]([O:11][C:12]([NH:1][C:2]([CH3:6])([CH3:5])[CH2:3][OH:4])=[O:13])([CH3:10])([CH3:9])[CH3:8]. The catalyst class is: 90. (4) Reactant: [C:1]([NH:4][C@H:5]([C:12]1[CH:17]=[CH:16][CH:15]=[C:14]([F:18])[CH:13]=1)[CH2:6][C:7](OCC)=[O:8])(=[O:3])[CH3:2].[BH4-].[Na+].CO.[OH-].[Na+]. Product: [F:18][C:14]1[CH:13]=[C:12]([C@@H:5]([NH:4][C:1](=[O:3])[CH3:2])[CH2:6][CH2:7][OH:8])[CH:17]=[CH:16][CH:15]=1. The catalyst class is: 20. (5) Reactant: [NH2:1][C:2]1[CH:10]=[CH:9][C:5]([C:6]([OH:8])=[O:7])=[CH:4][N:3]=1.[ClH:11]. Product: [ClH:11].[NH2:1][C:2]1[CH:10]=[CH:9][C:5]([C:6]([OH:8])=[O:7])=[CH:4][N:3]=1. The catalyst class is: 5.